This data is from Forward reaction prediction with 1.9M reactions from USPTO patents (1976-2016). The task is: Predict the product of the given reaction. (1) The product is: [NH2:23][C:19]1[N:18]=[C:17]([N:7]2[C:6]3[CH:24]=[C:2]([C:34]#[C:33][C:31]([C:28]4[CH:27]=[C:26]([CH3:25])[O:30][N:29]=4)([OH:35])[CH3:32])[CH:3]=[CH:4][C:5]=3[N:9]=[C:8]2[O:10][CH:11]2[CH2:16][CH2:15][O:14][CH2:13][CH2:12]2)[CH:22]=[CH:21][N:20]=1. Given the reactants Br[C:2]1[CH:3]=[CH:4][C:5]2[N:9]=[C:8]([O:10][CH:11]3[CH2:16][CH2:15][O:14][CH2:13][CH2:12]3)[N:7]([C:17]3[CH:22]=[CH:21][N:20]=[C:19]([NH2:23])[N:18]=3)[C:6]=2[CH:24]=1.[CH3:25][C:26]1[O:30][N:29]=[C:28]([C:31]([OH:35])([C:33]#[CH:34])[CH3:32])[CH:27]=1.C(N(CC)CC)C, predict the reaction product. (2) Given the reactants [NH2:1][C:2]1[N:7]=[CH:6][N:5]=[C:4]2[N:8]([CH2:25][C@H:26]3[CH2:30][CH2:29][CH2:28][N:27]3[C:31](=[O:35])[CH2:32][C:33]#[N:34])[N:9]=[C:10]([C:11]3[CH:16]=[CH:15][C:14]([O:17][C:18]4[CH:23]=[CH:22][CH:21]=[CH:20][CH:19]=4)=[CH:13][C:12]=3[F:24])[C:3]=12.[CH3:36][C:37]([N:41]1[CH2:46][CH2:45][O:44][CH2:43][CH2:42]1)([CH3:40])[CH:38]=O.N1CCCCC1, predict the reaction product. The product is: [NH2:1][C:2]1[N:7]=[CH:6][N:5]=[C:4]2[N:8]([CH2:25][C@@H:26]3[CH2:30][CH2:29][CH2:28][N:27]3[C:31]([C:32](=[CH:36][C:37]([CH3:40])([N:41]3[CH2:46][CH2:45][O:44][CH2:43][CH2:42]3)[CH3:38])[C:33]#[N:34])=[O:35])[N:9]=[C:10]([C:11]3[CH:16]=[CH:15][C:14]([O:17][C:18]4[CH:19]=[CH:20][CH:21]=[CH:22][CH:23]=4)=[CH:13][C:12]=3[F:24])[C:3]=12. (3) Given the reactants [CH2:1]([O:5][CH2:6][CH2:7][O:8][C:9]1[CH:14]=[CH:13][C:12]([C:15]2[CH:16]=[CH:17][C:18]3[N:24]([CH2:25][CH:26]([CH3:28])[CH3:27])[CH2:23][CH2:22][C:21]([C:29]([NH:31][C:32]4[CH:37]=[CH:36][C:35]([S:38][CH2:39][C:40]5[N:41]([CH2:45][CH2:46][CH3:47])[CH:42]=[CH:43][N:44]=5)=[CH:34][CH:33]=4)=[O:30])=[CH:20][C:19]=3[CH:48]=2)=[CH:11][CH:10]=1)[CH2:2][CH2:3][CH3:4].ClC1C=CC=C(C(OO)=[O:57])C=1.S([O-])([O-])(=O)=S.[Na+].[Na+], predict the reaction product. The product is: [CH2:1]([O:5][CH2:6][CH2:7][O:8][C:9]1[CH:10]=[CH:11][C:12]([C:15]2[CH:16]=[CH:17][C:18]3[N:24]([CH2:25][CH:26]([CH3:27])[CH3:28])[CH2:23][CH2:22][C:21]([C:29]([NH:31][C:32]4[CH:33]=[CH:34][C:35]([S:38]([CH2:39][C:40]5[N:41]([CH2:45][CH2:46][CH3:47])[CH:42]=[CH:43][N:44]=5)=[O:57])=[CH:36][CH:37]=4)=[O:30])=[CH:20][C:19]=3[CH:48]=2)=[CH:13][CH:14]=1)[CH2:2][CH2:3][CH3:4]. (4) Given the reactants [Si]([O:8][C@@H:9]1[C@@:26]2([CH3:27])[C:13](=[CH:14][CH:15]=[C:16]3[C@@H:25]2[CH2:24][CH2:23][C@@:21]2([CH3:22])[C@H:17]3[CH2:18][CH:19]=[C:20]2[CH2:28][O:29][CH2:30][CH2:31][CH2:32][CH2:33][C:34]([O:37][Si](CC)(CC)CC)([CH3:36])[CH3:35])[CH2:12][C@@H:11]([O:45][Si](C(C)(C)C)(C)C)[CH2:10]1)(C(C)(C)C)(C)C.O1CCCC1.[F-].C([N+](CCCC)(CCCC)CCCC)CCC, predict the reaction product. The product is: [OH:8][C@@H:9]1[C@@:26]2([CH3:27])[C:13](=[CH:14][CH:15]=[C:16]3[C@@H:25]2[CH2:24][CH2:23][C@@:21]2([CH3:22])[C@H:17]3[CH2:18][CH:19]=[C:20]2[CH2:28][O:29][CH2:30][CH2:31][CH2:32][CH2:33][C:34]([OH:37])([CH3:36])[CH3:35])[CH2:12][C@@H:11]([OH:45])[CH2:10]1.